From a dataset of Full USPTO retrosynthesis dataset with 1.9M reactions from patents (1976-2016). Predict the reactants needed to synthesize the given product. (1) Given the product [C:19]([O:23][C:24](=[O:33])[N:25]([C:13]1[N:12]=[C:11]([Cl:18])[N:10]=[C:9]2[C:14]=1[N:15]=[CH:16][N:8]2[CH2:1][C:2]1[CH:7]=[CH:6][CH:5]=[CH:4][CH:3]=1)[C:26]1[CH:27]=[CH:28][C:29]([F:32])=[CH:30][CH:31]=1)([CH3:22])([CH3:20])[CH3:21], predict the reactants needed to synthesize it. The reactants are: [CH2:1]([N:8]1[CH:16]=[N:15][C:14]2[C:9]1=[N:10][C:11]([Cl:18])=[N:12][C:13]=2Cl)[C:2]1[CH:7]=[CH:6][CH:5]=[CH:4][CH:3]=1.[C:19]([O:23][C:24](=[O:33])[NH:25][C:26]1[CH:31]=[CH:30][C:29]([F:32])=[CH:28][CH:27]=1)([CH3:22])([CH3:21])[CH3:20]. (2) Given the product [CH3:15][C:11]1[CH:12]=[CH:13][CH:14]=[C:9]([CH3:8])[C:10]=1[NH:16][C:17]([NH:19][C:20]1[C:21]([C:30]([N:32]2[CH2:43][CH2:42][CH2:41][C@H:33]2[C:34]([OH:36])=[O:35])=[O:31])=[CH:22][C:23]2[C:28]([CH:29]=1)=[CH:27][CH:26]=[CH:25][CH:24]=2)=[O:18], predict the reactants needed to synthesize it. The reactants are: C(O)(C(F)(F)F)=O.[CH3:8][C:9]1[CH:14]=[CH:13][CH:12]=[C:11]([CH3:15])[C:10]=1[NH:16][C:17]([NH:19][C:20]1[C:21]([C:30]([N:32]2[CH2:43][CH2:42][CH2:41][C@H:33]2[C:34]([O:36]C(C)(C)C)=[O:35])=[O:31])=[CH:22][C:23]2[C:28]([CH:29]=1)=[CH:27][CH:26]=[CH:25][CH:24]=2)=[O:18]. (3) Given the product [NH2:8][C:9]([C:10]1[NH:43][C:38]2[CH:37]=[C:36]([CH2:31][C:32]([CH3:35])([CH3:34])[CH3:33])[CH:41]=[CH:40][C:39]=2[N:42]=1)([CH3:15])[CH2:13][OH:14], predict the reactants needed to synthesize it. The reactants are: C(OC([NH:8][C:9]([CH3:15])([CH2:13][OH:14])[C:10](O)=O)=O)(C)(C)C.CN1CCOCC1.C(OC(Cl)=O)C(C)C.[CH2:31]([C:36]1[CH:37]=[C:38]([NH2:43])[C:39]([NH2:42])=[CH:40][CH:41]=1)[C:32]([CH3:35])([CH3:34])[CH3:33].C(O)(=O)C.FC(F)(F)C(O)=O. (4) Given the product [CH3:38][N:39]([CH3:46])[C@@H:40]1[C@@H:41]([OH:45])[CH2:42][N:43]([C:2]2[C:7]([C:8]3[CH:9]=[N:10][CH:11]=[C:12]([F:14])[CH:13]=3)=[CH:6][C:5]([C:15]([NH:17][C:18]3[CH:23]=[CH:22][C:21]([O:24][C:25]([F:27])([F:28])[F:26])=[CH:20][CH:19]=3)=[O:16])=[CH:4][N:3]=2)[CH2:44]1, predict the reactants needed to synthesize it. The reactants are: Cl[C:2]1[C:7]([C:8]2[CH:9]=[N:10][CH:11]=[C:12]([F:14])[CH:13]=2)=[CH:6][C:5]([C:15]([NH:17][C:18]2[CH:23]=[CH:22][C:21]([O:24][C:25]([F:28])([F:27])[F:26])=[CH:20][CH:19]=2)=[O:16])=[CH:4][N:3]=1.CCN(C(C)C)C(C)C.[CH3:38][N:39]([CH3:46])[C@H:40]1[CH2:44][NH:43][CH2:42][C@@H:41]1[OH:45]. (5) Given the product [NH2:20][C:21]1[S:22][C:23]([C:29]2[CH:34]=[CH:33][CH:32]=[C:31]([F:35])[CH:30]=2)=[C:24]([C:26]([N:2]2[C@H:3]([CH2:7][NH:8][C:9]([C:11]3[CH:12]=[CH:13][CH:14]=[C:15]4[O:19][CH:18]=[CH:17][C:16]=34)=[O:10])[CH2:4][C@H:5]3[C@@H:1]2[CH2:6]3)=[O:27])[N:25]=1, predict the reactants needed to synthesize it. The reactants are: [C@H:1]12[CH2:6][C@H:5]1[CH2:4][C@@H:3]([CH2:7][NH:8][C:9]([C:11]1[CH:12]=[CH:13][CH:14]=[C:15]3[O:19][CH:18]=[CH:17][C:16]=13)=[O:10])[NH:2]2.[NH2:20][C:21]1[S:22][C:23]([C:29]2[CH:34]=[CH:33][CH:32]=[C:31]([F:35])[CH:30]=2)=[C:24]([C:26](O)=[O:27])[N:25]=1. (6) Given the product [Br:1][C:2]1[CH:3]=[CH:4][C:5]([CH2:8][C:9](=[O:13])[C:10]([O:12][CH3:14])=[O:11])=[CH:6][CH:7]=1, predict the reactants needed to synthesize it. The reactants are: [Br:1][C:2]1[CH:7]=[CH:6][C:5]([CH2:8][C:9](=[O:13])[C:10]([OH:12])=[O:11])=[CH:4][CH:3]=1.[CH2:14]1CCN2C(=NCCC2)CC1.IC. (7) Given the product [CH3:13][CH2:14][C:41]1[N:58]=[C:59]([NH:60][CH2:74][CH3:79])[S:73][C:40]=1[C:38]([NH:37][CH:36]([C:35]1[S:54][CH:32]=[CH:33][CH:34]=1)[C:4]#[N:5])=[O:39], predict the reactants needed to synthesize it. The reactants are: CCO[C:4]1SN=C(C(Cl)(Cl)Cl)[N:5]=1.[CH3:13][C:14]1N=C(C)SC=1C(NC1C=CC=CC=1)=O.CCC[CH2:32][CH2:33][CH2:34][CH2:35][CH2:36][N:37]1S[CH2:41][CH2:40][C:38]1=[O:39].C1C=CC2N=C(C3N=C[S:54]C=3)NC=2C=1.C[N:58]=[C:59]1[S:73]C(=NC(F)(F)F)C(=NC(F)(F)F)[N:60]1[C:74]1[CH:79]=CC(Cl)=CC=1.CC1SC(C(NC2C(Br)=CC(OC(F)(F)F)=CC=2Br)=O)=C(C(F)(F)F)N=1. (8) Given the product [Br:38][C:19]1[CH:28]=[CH:27][C:22]([C:23]([O:25][CH3:26])=[O:24])=[CH:21][C:20]=1[O:29][C:30]([F:33])([F:32])[F:31], predict the reactants needed to synthesize it. The reactants are: NC1C=CC(C(O)=O)=CC=1OC(F)(F)F.Cl.Cl.N[C:19]1[CH:28]=[CH:27][C:22]([C:23]([O:25][CH3:26])=[O:24])=[CH:21][C:20]=1[O:29][C:30]([F:33])([F:32])[F:31].N([O-])=O.[Na+].[Br-:38].[Na+].[O-]S([O-])=O.[Na+].[Na+]. (9) Given the product [C:27]([O:31][C:32]([N:8]1[CH:7]([CH2:6][C:5]2[CH:22]=[CH:23][C:24]([O:25][CH3:26])=[C:3]([O:2][CH3:1])[CH:4]=2)[C:13]2[CH:14]=[C:15]([O:20][CH3:21])[C:16]([O:18][CH3:19])=[CH:17][C:12]=2[S:11][CH2:10][CH2:9]1)=[O:33])([CH3:30])([CH3:29])[CH3:28], predict the reactants needed to synthesize it. The reactants are: [CH3:1][O:2][C:3]1[CH:4]=[C:5]([CH:22]=[CH:23][C:24]=1[O:25][CH3:26])[CH2:6][CH:7]1[C:13]2[CH:14]=[C:15]([O:20][CH3:21])[C:16]([O:18][CH3:19])=[CH:17][C:12]=2[S:11][CH2:10][CH2:9][NH:8]1.[C:27]([O:31][C:32](O[C:32]([O:31][C:27]([CH3:30])([CH3:29])[CH3:28])=[O:33])=[O:33])([CH3:30])([CH3:29])[CH3:28].O.CCOC(C)=O. (10) The reactants are: [C:1]([O:5][C:6](=[O:22])[CH2:7][O:8][C:9]1[CH:14]=[CH:13][C:12]([Cl:15])=[CH:11][C:10]=1[C:16]#[C:17][Si](C)(C)C)([CH3:4])([CH3:3])[CH3:2].O.O.O.[F-].C([N+](CCCC)(CCCC)CCCC)CCC.C(OCC)(=O)C. Given the product [C:1]([O:5][C:6](=[O:22])[CH2:7][O:8][C:9]1[CH:14]=[CH:13][C:12]([Cl:15])=[CH:11][C:10]=1[C:16]#[CH:17])([CH3:4])([CH3:3])[CH3:2], predict the reactants needed to synthesize it.